Dataset: Peptide-MHC class I binding affinity with 185,985 pairs from IEDB/IMGT. Task: Regression. Given a peptide amino acid sequence and an MHC pseudo amino acid sequence, predict their binding affinity value. This is MHC class I binding data. (1) The peptide sequence is REILFHNTM. The MHC is HLA-B44:02 with pseudo-sequence HLA-B44:02. The binding affinity (normalized) is 0.0847. (2) The peptide sequence is RVFDKADGK. The MHC is HLA-A01:01 with pseudo-sequence HLA-A01:01. The binding affinity (normalized) is 0.0847. (3) The peptide sequence is AYFDNYNKF. The MHC is HLA-A23:01 with pseudo-sequence HLA-A23:01. The binding affinity (normalized) is 0.817. (4) The binding affinity (normalized) is 0. The MHC is HLA-B08:01 with pseudo-sequence HLA-B08:01. The peptide sequence is GSDVISISG. (5) The peptide sequence is HCQFCFLKKGL. The MHC is Mamu-B08 with pseudo-sequence Mamu-B08. The binding affinity (normalized) is 0.401.